Dataset: Catalyst prediction with 721,799 reactions and 888 catalyst types from USPTO. Task: Predict which catalyst facilitates the given reaction. (1) Reactant: [C:1]1([C:9]2[CH:14]=[CH:13][CH:12]=[CH:11][CH:10]=2)[C:2]([OH:8])=[CH:3][C:4]([OH:7])=[CH:5][CH:6]=1.[Cl-].[Al+3].[Cl-].[Cl-].Cl[CH2:20][C:21](Cl)=[O:22].O. Product: [OH:8][C:2]1[C:1]([C:9]2[CH:14]=[CH:13][CH:12]=[CH:11][CH:10]=2)=[CH:6][C:5]2[C:21](=[O:22])[CH2:20][O:7][C:4]=2[CH:3]=1. The catalyst class is: 641. (2) Reactant: Cl[C:2]1[N:7]2[N:8]=[C:9]([C:23]3[CH:28]=[CH:27][C:26]([O:29][CH3:30])=[CH:25][CH:24]=3)[C:10]([C:11]3[CH:16]=[CH:15][N:14]=[C:13]([NH:17][CH:18]4[CH2:22][CH2:21][CH2:20][CH2:19]4)[N:12]=3)=[C:6]2[CH:5]=[CH:4][CH:3]=1.[NH2:31][CH2:32][CH2:33][N:34]1[CH2:39][CH2:38][O:37][CH2:36][CH2:35]1.C(OCC)(=O)C.CCCCCC. Product: [CH:18]1([NH:17][C:13]2[N:12]=[C:11]([C:10]3[C:9]([C:23]4[CH:28]=[CH:27][C:26]([O:29][CH3:30])=[CH:25][CH:24]=4)=[N:8][N:7]4[C:2]([NH:31][CH2:32][CH2:33][N:34]5[CH2:39][CH2:38][O:37][CH2:36][CH2:35]5)=[CH:3][CH:4]=[CH:5][C:6]=34)[CH:16]=[CH:15][N:14]=2)[CH2:19][CH2:20][CH2:21][CH2:22]1. The catalyst class is: 13. (3) Reactant: F[C:2]1[CH:7]=[CH:6][C:5]([N+:8]([O-:10])=[O:9])=[CH:4][C:3]=1[NH:11][C:12](=[O:14])[CH3:13].[NH:15]1[CH2:19][CH2:18][CH2:17][CH2:16]1.C(O)(=O)CC(CC(O)=O)(C(O)=O)O. Product: [N+:8]([C:5]1[CH:6]=[CH:7][C:2]([N:15]2[CH2:19][CH2:18][CH2:17][CH2:16]2)=[C:3]([NH:11][C:12](=[O:14])[CH3:13])[CH:4]=1)([O-:10])=[O:9]. The catalyst class is: 4. (4) Reactant: [NH2:1][CH2:2][CH2:3][O:4][C@@H:5]([C:19]1[CH:24]=[CH:23][CH:22]=[C:21]([Cl:25])[CH:20]=1)[C@@H:6]1[CH2:11][CH2:10][CH2:9][N:8]([C:12]([O:14][C:15]([CH3:18])([CH3:17])[CH3:16])=[O:13])[CH2:7]1.Cl[C:27]([O:29][CH3:30])=[O:28]. Product: [Cl:25][C:21]1[CH:20]=[C:19]([C@H:5]([O:4][CH2:3][CH2:2][NH:1][C:27]([O:29][CH3:30])=[O:28])[C@@H:6]2[CH2:11][CH2:10][CH2:9][N:8]([C:12]([O:14][C:15]([CH3:18])([CH3:16])[CH3:17])=[O:13])[CH2:7]2)[CH:24]=[CH:23][CH:22]=1. The catalyst class is: 79. (5) Reactant: [C:1]([O:5][C:6]([N:8]1[CH2:12][C@H:11]([CH2:13][C:14]2[CH:19]=[CH:18][CH:17]=[CH:16][CH:15]=2)[C@@H:10]([CH2:20][N:21]([CH2:29][C:30]2[CH:35]=[CH:34][CH:33]=[CH:32][C:31]=2[O:36]C(=O)C)[C:22]2[CH:27]=[CH:26][C:25]([Cl:28])=[CH:24][CH:23]=2)[CH2:9]1)=[O:7])([CH3:4])([CH3:3])[CH3:2].O[Li].O.Cl.C(Cl)Cl. Product: [C:1]([O:5][C:6]([N:8]1[CH2:9][C@H:10]([CH2:20][N:21]([C:22]2[CH:23]=[CH:24][C:25]([Cl:28])=[CH:26][CH:27]=2)[CH2:29][C:30]2[CH:35]=[CH:34][CH:33]=[CH:32][C:31]=2[OH:36])[C@@H:11]([CH2:13][C:14]2[CH:19]=[CH:18][CH:17]=[CH:16][CH:15]=2)[CH2:12]1)=[O:7])([CH3:4])([CH3:2])[CH3:3]. The catalyst class is: 24. (6) Reactant: Br[C:2]1[CH:3]=[CH:4][C:5]([N:11]2[CH2:15][CH2:14][CH2:13][CH2:12]2)=[C:6]([C:8](=[O:10])[CH3:9])[CH:7]=1.[CH2:16]([O:20][CH2:21][CH2:22][O:23][C:24]1[CH:29]=[CH:28][C:27](OB(O)O)=[CH:26][CH:25]=1)[CH2:17][CH2:18][CH3:19].C(=O)([O-])[O-].[K+].[K+]. Product: [CH2:16]([O:20][CH2:21][CH2:22][O:23][C:24]1[CH:25]=[CH:26][C:27]([C:2]2[CH:3]=[CH:4][C:5]([N:11]3[CH2:15][CH2:14][CH2:13][CH2:12]3)=[C:6]([C:8](=[O:10])[CH3:9])[CH:7]=2)=[CH:28][CH:29]=1)[CH2:17][CH2:18][CH3:19]. The catalyst class is: 460. (7) Reactant: [CH2:1]([C:3](=[CH:9][C:10]1[CH:15]=[CH:14][C:13]([O:16][CH3:17])=[C:12]([O:18][CH2:19][CH2:20][C:21]2[CH:26]=[CH:25][C:24]([C:27]([F:30])([F:29])[F:28])=[CH:23][CH:22]=2)[CH:11]=1)[C:4]([O:6][CH2:7][CH3:8])=[O:5])[CH3:2]. Product: [CH2:1]([CH:3]([CH2:9][C:10]1[CH:15]=[CH:14][C:13]([O:16][CH3:17])=[C:12]([O:18][CH2:19][CH2:20][C:21]2[CH:26]=[CH:25][C:24]([C:27]([F:28])([F:29])[F:30])=[CH:23][CH:22]=2)[CH:11]=1)[C:4]([O:6][CH2:7][CH3:8])=[O:5])[CH3:2]. The catalyst class is: 153.